This data is from Reaction yield outcomes from USPTO patents with 853,638 reactions. The task is: Predict the reaction yield, written as a fraction of the theoretical maximum amount of product (1.0 means a 100% yield; for example, 0.34 means a 34% yield). (1) The reactants are [Cl-].O[NH3+:3].[C:4](=[O:7])([O-])[OH:5].[Na+].CS(C)=O.[Si]([O:20][C:21]1[CH:61]=[CH:60][C:24]([O:25][C@H:26]2[CH2:31][CH2:30][C@H:29]([N:32]3[C:37](=[O:38])[C:36]([CH2:39][C:40]4[CH:45]=[CH:44][C:43]([C:46]5[C:47]([C:52]#[N:53])=[CH:48][CH:49]=[CH:50][CH:51]=5)=[CH:42][CH:41]=4)=[C:35]([CH2:54][CH2:55][CH3:56])[N:34]4[N:57]=[CH:58][N:59]=[C:33]34)[CH2:28][CH2:27]2)=[CH:23][CH:22]=1)(C(C)(C)C)(C)C. The catalyst is O.C(OCC)(=O)C. The product is [OH:20][C:21]1[CH:22]=[CH:23][C:24]([O:25][C@H:26]2[CH2:27][CH2:28][C@H:29]([N:32]3[C:37](=[O:38])[C:36]([CH2:39][C:40]4[CH:41]=[CH:42][C:43]([C:46]5[CH:51]=[CH:50][CH:49]=[CH:48][C:47]=5[C:52]5[NH:53][C:4](=[O:7])[O:5][N:3]=5)=[CH:44][CH:45]=4)=[C:35]([CH2:54][CH2:55][CH3:56])[N:34]4[N:57]=[CH:58][N:59]=[C:33]34)[CH2:30][CH2:31]2)=[CH:60][CH:61]=1. The yield is 0.140. (2) The yield is 0.780. The catalyst is C1C=CC([P]([Pd]([P](C2C=CC=CC=2)(C2C=CC=CC=2)C2C=CC=CC=2)([P](C2C=CC=CC=2)(C2C=CC=CC=2)C2C=CC=CC=2)[P](C2C=CC=CC=2)(C2C=CC=CC=2)C2C=CC=CC=2)(C2C=CC=CC=2)C2C=CC=CC=2)=CC=1. The product is [CH:18]1([C@@H:23]([N:27]2[CH:31]=[C:30]([C:2]3[C:3]4[CH:10]=[CH:9][N:8]([CH:11]([O:15][CH2:16][CH3:17])[O:12][CH2:13][CH3:14])[C:4]=4[N:5]=[CH:6][N:7]=3)[CH:29]=[N:28]2)[CH2:24][C:25]#[N:26])[CH2:22][CH2:21][CH2:20][CH2:19]1. The reactants are Cl[C:2]1[C:3]2[CH:10]=[CH:9][N:8]([CH:11]([O:15][CH2:16][CH3:17])[O:12][CH2:13][CH3:14])[C:4]=2[N:5]=[CH:6][N:7]=1.[CH:18]1([C@@H:23]([N:27]2[CH:31]=[C:30](B3OC(C)(C)C(C)(C)O3)[CH:29]=[N:28]2)[CH2:24][C:25]#[N:26])[CH2:22][CH2:21][CH2:20][CH2:19]1.O1CCOCC1.O.C(=O)([O-])[O-].[K+].[K+]. (3) The reactants are C[Sn](C)(C)[C:3]1[O:7][C:6]([CH3:8])=[N:5][CH:4]=1.Br[C:12]1[CH:13]=[CH:14][C:15]([NH2:20])=[N:16][C:17]=1[O:18][CH3:19]. The catalyst is CC1C=CC=CC=1C.C1C=CC([P]([Pd]([P](C2C=CC=CC=2)(C2C=CC=CC=2)C2C=CC=CC=2)([P](C2C=CC=CC=2)(C2C=CC=CC=2)C2C=CC=CC=2)[P](C2C=CC=CC=2)(C2C=CC=CC=2)C2C=CC=CC=2)(C2C=CC=CC=2)C2C=CC=CC=2)=CC=1. The product is [CH3:19][O:18][C:17]1[N:16]=[C:15]([NH2:20])[CH:14]=[CH:13][C:12]=1[C:3]1[O:7][C:6]([CH3:8])=[N:5][CH:4]=1. The yield is 0.360. (4) The catalyst is ClCCl.O. The reactants are [Br:1][C:2]1[CH:7]=[CH:6][C:5]([CH2:8][CH2:9][NH:10][C:11](=[O:16])[C:12]([CH3:15])([CH3:14])[CH3:13])=[C:4]([CH2:17][OH:18])[CH:3]=1.C(N(CC)CC)C.[CH3:26][S:27](Cl)(=[O:29])=[O:28].Cl. The yield is 0.930. The product is [CH3:26][S:27]([O:18][CH2:17][C:4]1[CH:3]=[C:2]([Br:1])[CH:7]=[CH:6][C:5]=1[CH2:8][CH2:9][NH:10][C:11](=[O:16])[C:12]([CH3:13])([CH3:14])[CH3:15])(=[O:29])=[O:28]. (5) The reactants are [NH:1]1[CH2:6][CH2:5][O:4][C:3]2[N:7]=[CH:8][C:9]([C:11]([O:13][CH3:14])=[O:12])=[CH:10][C:2]1=2.C(N(CC)CC)C.[N:22]1([S:28](Cl)(=[O:30])=[O:29])[CH2:27][CH2:26][O:25][CH2:24][CH2:23]1.OP(O)(O)=O. The catalyst is ClCCCl.CN(C1C=CN=CC=1)C.C(Cl)Cl. The product is [O:25]1[CH2:26][CH2:27][N:22]([S:28]([N:1]2[CH2:6][CH2:5][O:4][C:3]3[N:7]=[CH:8][C:9]([C:11]([O:13][CH3:14])=[O:12])=[CH:10][C:2]2=3)(=[O:30])=[O:29])[CH2:23][CH2:24]1. The yield is 0.510. (6) The reactants are [Br:1][C:2]1[CH:3]=[CH:4][C:5]([Cl:20])=[C:6]([C:8]([C:10]2[CH:15]=[CH:14][C:13]([O:16][CH3:17])=[C:12]([F:18])[C:11]=2[F:19])=O)[CH:7]=1.B(F)(F)F.CCOCC.C(OCC)(=O)C.C(=O)(O)[O-]. The catalyst is C(#N)C. The product is [Br:1][C:2]1[CH:3]=[CH:4][C:5]([Cl:20])=[C:6]([CH2:8][C:10]2[CH:15]=[CH:14][C:13]([O:16][CH3:17])=[C:12]([F:18])[C:11]=2[F:19])[CH:7]=1. The yield is 0.258. (7) The reactants are [OH:1][CH:2]([CH3:45])[C:3]([CH3:44])([CH3:43])[O:4][C:5]1[CH:10]=[CH:9][C:8]([N:11]2[C:16](=[O:17])[C:15]([CH2:18][C:19]3[CH:24]=[CH:23][C:22]([C:25]4[CH:30]=[CH:29][CH:28]=[CH:27][C:26]=4[C:31]4[NH:35][C:34](=[O:36])[O:33][N:32]=4)=[CH:21][CH:20]=3)=[C:14]([CH2:37][CH2:38][CH3:39])[N:13]3[N:40]=[CH:41][N:42]=[C:12]23)=[CH:7][CH:6]=1.CC(OI1(OC(C)=O)(OC(C)=O)OC(=O)C2C1=CC=CC=2)=O.C(OCC)(=O)C.S([O-])([O-])(=O)=S.[Na+].[Na+]. The catalyst is C(Cl)Cl.O. The product is [CH3:44][C:3]([CH3:43])([O:4][C:5]1[CH:10]=[CH:9][C:8]([N:11]2[C:16](=[O:17])[C:15]([CH2:18][C:19]3[CH:20]=[CH:21][C:22]([C:25]4[CH:30]=[CH:29][CH:28]=[CH:27][C:26]=4[C:31]4[NH:35][C:34](=[O:36])[O:33][N:32]=4)=[CH:23][CH:24]=3)=[C:14]([CH2:37][CH2:38][CH3:39])[N:13]3[N:40]=[CH:41][N:42]=[C:12]23)=[CH:7][CH:6]=1)[C:2](=[O:1])[CH3:45]. The yield is 0.850.